The task is: Predict the reaction yield, written as a fraction of the theoretical maximum amount of product (1.0 means a 100% yield; for example, 0.34 means a 34% yield).. This data is from Reaction yield outcomes from USPTO patents with 853,638 reactions. (1) The reactants are Br[C:2]1[N:7]=[N:6][C:5]([NH2:8])=[N:4][C:3]=1[C:9]1[CH:14]=[CH:13][C:12]([F:15])=[CH:11][CH:10]=1.[Cl:16][C:17]1[CH:18]=[C:19](B(O)O)[CH:20]=[C:21]([Cl:23])[CH:22]=1. No catalyst specified. The product is [Cl:16][C:17]1[CH:18]=[C:19]([C:2]2[N:7]=[N:6][C:5]([NH2:8])=[N:4][C:3]=2[C:9]2[CH:14]=[CH:13][C:12]([F:15])=[CH:11][CH:10]=2)[CH:20]=[C:21]([Cl:23])[CH:22]=1. The yield is 0.176. (2) The reactants are [Cl-].O[NH3+:3].[C:4](=[O:7])([O-])[OH:5].[Na+].CS(C)=O.[CH2:13]([C:17]1[N:22]2[N:23]=[CH:24][N:25]=[C:21]2[N:20]([CH:26]2[CH2:31][CH2:30][CH:29]([O:32][CH3:33])[CH2:28][CH2:27]2)[C:19](=[O:34])[C:18]=1[CH2:35][C:36]1[CH:41]=[CH:40][C:39]([C:42]2[C:43]([C:48]#[N:49])=[CH:44][CH:45]=[CH:46][CH:47]=2)=[CH:38][CH:37]=1)[CH2:14][CH2:15][CH3:16]. The catalyst is C(OCC)(=O)C. The product is [CH2:13]([C:17]1[N:22]2[N:23]=[CH:24][N:25]=[C:21]2[N:20]([CH:26]2[CH2:31][CH2:30][CH:29]([O:32][CH3:33])[CH2:28][CH2:27]2)[C:19](=[O:34])[C:18]=1[CH2:35][C:36]1[CH:41]=[CH:40][C:39]([C:42]2[CH:47]=[CH:46][CH:45]=[CH:44][C:43]=2[C:48]2[NH:3][C:4](=[O:7])[O:5][N:49]=2)=[CH:38][CH:37]=1)[CH2:14][CH2:15][CH3:16]. The yield is 0.390. (3) The reactants are [SH:1][C:2]1[NH:7][C:6](=[O:8])[C:5]([O:9][CH:10]2[CH2:15][CH2:14][CH2:13][CH2:12][O:11]2)=[CH:4][N:3]=1.C(N(CC)CC)C.Br[CH2:24][C:25]1[CH:30]=[CH:29][CH:28]=[CH:27][CH:26]=1. The catalyst is CN(C=O)C. The product is [CH2:24]([S:1][C:2]1[NH:7][C:6](=[O:8])[C:5]([O:9][CH:10]2[CH2:15][CH2:14][CH2:13][CH2:12][O:11]2)=[CH:4][N:3]=1)[C:25]1[CH:30]=[CH:29][CH:28]=[CH:27][CH:26]=1. The yield is 0.130. (4) The reactants are [CH3:1][O-:2].[Na+].[Na].F[C:6]1[CH:11]=[CH:10][C:9]([N+:12]([O-:14])=[O:13])=[C:8]([CH2:15][C:16]([O:20]C)(OC)[CH3:17])[C:7]=1[F:22]. The catalyst is CO. The product is [C:16]([CH2:15][C:8]1[C:7]([F:22])=[C:6]([O:2][CH3:1])[CH:11]=[CH:10][C:9]=1[N+:12]([O-:14])=[O:13])(=[O:20])[CH3:17]. The yield is 0.900. (5) The reactants are Br[C:2]1[N:3]=[C:4]([C:9]2[N:10]([CH2:18][CH3:19])[C:11]3[CH:16]=[CH:15][N:14]=[CH:13][C:12]=3[N:17]=2)[C:5]([NH2:8])=[N:6][CH:7]=1.[C:20]1(B(O)O)[CH:25]=[CH:24][CH:23]=[CH:22][CH:21]=1.C(=O)([O-])[O-].[K+].[K+].C(#N)C. The catalyst is Cl[Pd](Cl)([P](C1C=CC=CC=1)(C1C=CC=CC=1)C1C=CC=CC=1)[P](C1C=CC=CC=1)(C1C=CC=CC=1)C1C=CC=CC=1.O. The product is [CH2:18]([N:10]1[C:11]2[CH:16]=[CH:15][N:14]=[CH:13][C:12]=2[N:17]=[C:9]1[C:4]1[C:5]([NH2:8])=[N:6][CH:7]=[C:2]([C:20]2[CH:25]=[CH:24][CH:23]=[CH:22][CH:21]=2)[N:3]=1)[CH3:19]. The yield is 0.230.